Regression. Given a peptide amino acid sequence and an MHC pseudo amino acid sequence, predict their binding affinity value. This is MHC class II binding data. From a dataset of Peptide-MHC class II binding affinity with 134,281 pairs from IEDB. (1) The peptide sequence is MSFVTTQPEALAAAA. The MHC is DRB1_0701 with pseudo-sequence DRB1_0701. The binding affinity (normalized) is 0.585. (2) The peptide sequence is AASLRKAGKSVVVLNK. The MHC is DRB1_1301 with pseudo-sequence DRB1_1301. The binding affinity (normalized) is 0.778. (3) The peptide sequence is TYDKGILTVSVAVSE. The MHC is HLA-DPA10103-DPB10401 with pseudo-sequence HLA-DPA10103-DPB10401. The binding affinity (normalized) is 0.243. (4) The peptide sequence is QASVNGVTLIGESVK. The MHC is DRB1_0401 with pseudo-sequence DRB1_0401. The binding affinity (normalized) is 0.442. (5) The peptide sequence is PRGGPGRSYAADAGY. The MHC is HLA-DQA10101-DQB10501 with pseudo-sequence HLA-DQA10101-DQB10501. The binding affinity (normalized) is 0.294. (6) The peptide sequence is EEPDDIDCWCYGVEN. The MHC is DRB1_1301 with pseudo-sequence DRB1_1301. The binding affinity (normalized) is 0.180. (7) The peptide sequence is KNVFDDVVPEKYTIG. The MHC is HLA-DPA10103-DPB10201 with pseudo-sequence HLA-DPA10103-DPB10201. The binding affinity (normalized) is 0.309. (8) The peptide sequence is NVFDEVIPTAFTVGK. The MHC is DRB1_0901 with pseudo-sequence DRB1_0901. The binding affinity (normalized) is 0.263. (9) The peptide sequence is MLSPMLHHWIKVEYG. The MHC is HLA-DQA10201-DQB10402 with pseudo-sequence HLA-DQA10201-DQB10402. The binding affinity (normalized) is 0.502. (10) The peptide sequence is GSGGVWREMHHLVEF. The MHC is DRB3_0301 with pseudo-sequence DRB3_0301. The binding affinity (normalized) is 0.469.